From a dataset of Reaction yield outcomes from USPTO patents with 853,638 reactions. Predict the reaction yield, written as a fraction of the theoretical maximum amount of product (1.0 means a 100% yield; for example, 0.34 means a 34% yield). (1) The product is [CH2:13]([N:20]1[CH2:25][CH2:24][N:23]([C:10]([C:6]2[CH:5]=[C:4]3[C:9](=[CH:8][CH:7]=2)[NH:1][N:2]=[CH:3]3)=[O:12])[CH2:22][CH2:21]1)[C:14]1[CH:15]=[CH:16][CH:17]=[CH:18][CH:19]=1. The reactants are [NH:1]1[C:9]2[C:4](=[CH:5][C:6]([C:10]([OH:12])=O)=[CH:7][CH:8]=2)[CH:3]=[N:2]1.[CH2:13]([N:20]1[CH2:25][CH2:24][NH:23][CH2:22][CH2:21]1)[C:14]1[CH:19]=[CH:18][CH:17]=[CH:16][CH:15]=1.Cl.C(N=C=NCCCN(C)C)C.OC1C2N=NNC=2C=CC=1.C(N(CC)CC)C.S([O-])(O)(=O)=O.[K+]. The yield is 0.790. The catalyst is CN(C)C=O. (2) The reactants are [OH:1][CH2:2][C:3]1[CH:4]=[C:5]([C:9]2[C:14]([CH3:15])=[CH:13][C:12]([OH:16])=[CH:11][C:10]=2[CH3:17])[CH:6]=[CH:7][CH:8]=1.[CH2:18]([S:20][CH2:21][CH2:22]Cl)[CH3:19].C(=O)([O-])[O-].[K+].[K+].[I-].[K+]. The catalyst is CN(C)C=O.O. The product is [CH2:18]([S:20][CH2:21][CH2:22][O:16][C:12]1[CH:11]=[C:10]([CH3:17])[C:9]([C:5]2[CH:6]=[CH:7][CH:8]=[C:3]([CH2:2][OH:1])[CH:4]=2)=[C:14]([CH3:15])[CH:13]=1)[CH3:19]. The yield is 0.470. (3) The reactants are [C:1](#N)[C:2]1[C:3](=[CH:5][CH:6]=[CH:7][CH:8]=1)[NH2:4].[CH2:10]([Mg]Br)[CH3:11].C1C[O:17]CC1. The catalyst is O. The product is [NH2:4][C:3]1[CH:5]=[CH:6][CH:7]=[CH:8][C:2]=1[C:1](=[O:17])[CH2:10][CH3:11]. The yield is 0.390.